Dataset: NCI-60 drug combinations with 297,098 pairs across 59 cell lines. Task: Regression. Given two drug SMILES strings and cell line genomic features, predict the synergy score measuring deviation from expected non-interaction effect. (1) Drug 1: CC1=CC2C(CCC3(C2CCC3(C(=O)C)OC(=O)C)C)C4(C1=CC(=O)CC4)C. Drug 2: CC12CCC3C(C1CCC2OP(=O)(O)O)CCC4=C3C=CC(=C4)OC(=O)N(CCCl)CCCl.[Na+]. Cell line: CCRF-CEM. Synergy scores: CSS=3.86, Synergy_ZIP=-1.43, Synergy_Bliss=-2.06, Synergy_Loewe=-0.956, Synergy_HSA=-1.29. (2) Drug 1: C1=CC(=CC=C1CC(C(=O)O)N)N(CCCl)CCCl.Cl. Drug 2: C1=NNC2=C1C(=O)NC=N2. Cell line: NCIH23. Synergy scores: CSS=16.8, Synergy_ZIP=-4.70, Synergy_Bliss=1.00, Synergy_Loewe=2.07, Synergy_HSA=2.40. (3) Cell line: OVCAR3. Drug 2: C1CCC(C(C1)N)N.C(=O)(C(=O)[O-])[O-].[Pt+4]. Drug 1: CCC1=CC2CC(C3=C(CN(C2)C1)C4=CC=CC=C4N3)(C5=C(C=C6C(=C5)C78CCN9C7C(C=CC9)(C(C(C8N6C)(C(=O)OC)O)OC(=O)C)CC)OC)C(=O)OC.C(C(C(=O)O)O)(C(=O)O)O. Synergy scores: CSS=61.3, Synergy_ZIP=-3.21, Synergy_Bliss=-2.13, Synergy_Loewe=-20.4, Synergy_HSA=0.136. (4) Drug 1: CC12CCC(CC1=CCC3C2CCC4(C3CC=C4C5=CN=CC=C5)C)O. Drug 2: CC1=C2C(C(=O)C3(C(CC4C(C3C(C(C2(C)C)(CC1OC(=O)C(C(C5=CC=CC=C5)NC(=O)C6=CC=CC=C6)O)O)OC(=O)C7=CC=CC=C7)(CO4)OC(=O)C)O)C)OC(=O)C. Cell line: SK-MEL-5. Synergy scores: CSS=46.0, Synergy_ZIP=15.0, Synergy_Bliss=14.6, Synergy_Loewe=-19.6, Synergy_HSA=12.9. (5) Drug 1: CC1=C2C(C(=O)C3(C(CC4C(C3C(C(C2(C)C)(CC1OC(=O)C(C(C5=CC=CC=C5)NC(=O)C6=CC=CC=C6)O)O)OC(=O)C7=CC=CC=C7)(CO4)OC(=O)C)O)C)OC(=O)C. Drug 2: C1=CN(C=N1)CC(O)(P(=O)(O)O)P(=O)(O)O. Cell line: HCC-2998. Synergy scores: CSS=25.1, Synergy_ZIP=-4.87, Synergy_Bliss=-6.35, Synergy_Loewe=-34.9, Synergy_HSA=-3.81. (6) Synergy scores: CSS=44.2, Synergy_ZIP=1.83, Synergy_Bliss=-1.66, Synergy_Loewe=-19.8, Synergy_HSA=0.326. Drug 2: C#CCC(CC1=CN=C2C(=N1)C(=NC(=N2)N)N)C3=CC=C(C=C3)C(=O)NC(CCC(=O)O)C(=O)O. Cell line: MDA-MB-435. Drug 1: CC=C1C(=O)NC(C(=O)OC2CC(=O)NC(C(=O)NC(CSSCCC=C2)C(=O)N1)C(C)C)C(C)C.